This data is from Full USPTO retrosynthesis dataset with 1.9M reactions from patents (1976-2016). The task is: Predict the reactants needed to synthesize the given product. (1) Given the product [F:35][C:10]1[C:9]([O:8][CH2:7][C@@H:5]([OH:6])[CH2:4][OH:3])=[N:14][C:13]([NH:15][C@H:16]([C:18]2[CH:23]=[CH:22][C:21]([F:24])=[CH:20][N:19]=2)[CH3:17])=[N:12][C:11]=1[NH:25][C:26]1[CH:30]=[C:29]([O:31][CH:32]([CH3:34])[CH3:33])[NH:28][N:27]=1, predict the reactants needed to synthesize it. The reactants are: CC1(C)[O:6][C@H:5]([CH2:7][O:8][C:9]2[N:14]=[C:13]([NH:15][C@H:16]([C:18]3[CH:23]=[CH:22][C:21]([F:24])=[CH:20][N:19]=3)[CH3:17])[N:12]=[C:11]([NH:25][C:26]3[CH:30]=[C:29]([O:31][CH:32]([CH3:34])[CH3:33])[NH:28][N:27]=3)[C:10]=2[F:35])[CH2:4][O:3]1.C1(C)C=CC(S(O)(=O)=O)=CC=1. (2) The reactants are: [O:1]1[C:10]2[C:5](=[CH:6][CH:7]=[CH:8][CH:9]=2)[C:4](=[O:11])[CH2:3][CH2:2]1.[N+:12]([O-])([OH:14])=[O:13]. Given the product [N+:12]([C:7]1[CH:6]=[C:5]2[C:10](=[CH:9][CH:8]=1)[O:1][CH2:2][CH2:3][C:4]2=[O:11])([O-:14])=[O:13], predict the reactants needed to synthesize it. (3) Given the product [Cl:1][C:2]1[CH:7]=[CH:6][C:5]([C:8]2[CH:13]=[C:12]([C:14]([F:17])([F:15])[F:16])[N:11]3[N:18]=[CH:19][C:20]([C:21]4[O:22][N:34]=[C:32]([C:29]5[CH:28]=[N:27][C:26]([NH2:25])=[N:31][CH:30]=5)[N:33]=4)=[C:10]3[N:9]=2)=[CH:4][C:3]=1[CH3:24], predict the reactants needed to synthesize it. The reactants are: [Cl:1][C:2]1[CH:7]=[CH:6][C:5]([C:8]2[CH:13]=[C:12]([C:14]([F:17])([F:16])[F:15])[N:11]3[N:18]=[CH:19][C:20]([C:21](O)=[O:22])=[C:10]3[N:9]=2)=[CH:4][C:3]=1[CH3:24].[NH2:25][C:26]1[N:31]=[CH:30][C:29]([C:32]([NH:34]O)=[NH:33])=[CH:28][N:27]=1. (4) Given the product [CH2:15]([C:12]1([N:17]([CH3:19])[CH3:18])[CH2:13][CH2:14][CH:9]([O:8][CH2:1][C:2]2[CH:7]=[CH:6][CH:5]=[CH:4][CH:3]=2)[CH2:10][CH2:11]1)[C:21]1[CH:26]=[CH:25][CH:24]=[CH:23][CH:22]=1, predict the reactants needed to synthesize it. The reactants are: [CH2:1]([O:8][CH:9]1[CH2:14][CH2:13][C:12]([N:17]([CH3:19])[CH3:18])([C:15]#N)[CH2:11][CH2:10]1)[C:2]1[CH:7]=[CH:6][CH:5]=[CH:4][CH:3]=1.C([Mg]Cl)[C:21]1[CH:26]=[CH:25][CH:24]=[CH:23][CH:22]=1.[Cl-].[NH4+]. (5) Given the product [F:1][C:2]([F:30])([F:29])[C:3]1[CH:4]=[C:5]([CH:13]([C:15]2[CH:20]=[C:19]([C:21]([F:24])([F:23])[F:22])[CH:18]=[C:17]([C:25]([F:28])([F:27])[F:26])[CH:16]=2)[NH:34][CH:31]([CH3:33])[CH3:32])[CH:6]=[C:7]([C:9]([F:12])([F:11])[F:10])[CH:8]=1, predict the reactants needed to synthesize it. The reactants are: [F:1][C:2]([F:30])([F:29])[C:3]1[CH:4]=[C:5]([C:13]([C:15]2[CH:20]=[C:19]([C:21]([F:24])([F:23])[F:22])[CH:18]=[C:17]([C:25]([F:28])([F:27])[F:26])[CH:16]=2)=O)[CH:6]=[C:7]([C:9]([F:12])([F:11])[F:10])[CH:8]=1.[CH:31]([NH2:34])([CH3:33])[CH3:32].CO.[OH-].[Na+]. (6) Given the product [F:1][C:2]1[CH:7]=[CH:6][C:5]([C:9](=[O:11])[CH3:10])=[CH:4][C:3]=1[CH3:8], predict the reactants needed to synthesize it. The reactants are: [F:1][C:2]1[CH:7]=[CH:6][CH:5]=[CH:4][C:3]=1[CH3:8].[C:9](Cl)(=[O:11])[CH3:10].[Al+3].[Cl-].[Cl-].[Cl-].